From a dataset of Reaction yield outcomes from USPTO patents with 853,638 reactions. Predict the reaction yield, written as a fraction of the theoretical maximum amount of product (1.0 means a 100% yield; for example, 0.34 means a 34% yield). (1) The catalyst is N1C=CC=CC=1.[Cu]. The product is [O:16]([N:7]1[C:2]([CH3:11])([CH3:1])[CH2:3][CH2:4][CH2:5][C:6]1([CH3:10])[CH3:9])[C:12]1[CH:14]=[CH:26][CH:21]=[CH:22][CH:13]=1. The reactants are [CH3:1][C:2]1([CH3:11])[N:7]([O])[C:6]([CH3:10])([CH3:9])[CH2:5][CH2:4][CH2:3]1.[C:12]([O:16]N=O)(C)([CH3:14])[CH3:13].O.N[C:21]1[CH:26]=CC=C[CH:22]=1. The yield is 0.828. (2) The reactants are [CH:1]1[CH:2]=[C:3]2[C:8]3=[C:9]([C:11]([O:13][C:14](=[O:15])[C:7]3=[CH:6][CH:5]=[CH:4]2)=O)[CH:10]=1.[C:16]([O:20][C:21](=[O:32])[NH:22][CH2:23][CH2:24][CH2:25][N:26]([CH2:28][CH2:29][CH2:30][NH2:31])[CH3:27])([CH3:19])([CH3:18])[CH3:17]. The catalyst is C(O)C. The product is [C:16]([O:20][C:21](=[O:32])[NH:22][CH2:23][CH2:24][CH2:25][N:26]([CH2:28][CH2:29][CH2:30][N:31]1[C:11](=[O:13])[CH:9]2[CH:10]=[CH:1][CH:2]=[C:3]3[CH:8]2[C:7](=[CH:6][CH:5]=[CH:4]3)[C:14]1=[O:15])[CH3:27])([CH3:19])([CH3:17])[CH3:18]. The yield is 0.900.